From a dataset of hERG Central: cardiac toxicity at 1µM, 10µM, and general inhibition. Predict hERG channel inhibition at various concentrations. The compound is CCCc1[nH]n(-c2nc3ccccc3s2)c(=O)c1C=NCCCOC. Results: hERG_inhib (hERG inhibition (general)): blocker.